Dataset: Reaction yield outcomes from USPTO patents with 853,638 reactions. Task: Predict the reaction yield, written as a fraction of the theoretical maximum amount of product (1.0 means a 100% yield; for example, 0.34 means a 34% yield). (1) The reactants are [CH3:1][C:2]1([CH3:12])[O:7][CH2:6][C:5]([C:9](=[O:11])[CH3:10])([CH3:8])[CH2:4][O:3]1.[H-].[Na+].[C:15](OC)(=[O:20])[C:16]([O:18][CH3:19])=[O:17].[Cl-].[NH4+]. The catalyst is C1COCC1. The product is [O:20]=[C:15]([CH2:10][C:9](=[O:11])[C:5]1([CH3:8])[CH2:4][O:3][C:2]([CH3:12])([CH3:1])[O:7][CH2:6]1)[C:16]([O:18][CH3:19])=[O:17]. The yield is 0.880. (2) The reactants are C([O:8][C:9]1[CH:14]=[CH:13][C:12]2[C:15]3([CH2:38][O:39][C:11]=2[CH:10]=1)[C:23]1[C:18](=[CH:19][CH:20]=[CH:21][CH:22]=1)[N:17](C(C1C=CC=CC=1)C1C=CC=CC=1)[C:16]3=[O:37])C1C=CC=CC=1.[H][H]. The catalyst is CO.[OH-].[OH-].[Pd+2]. The product is [OH:8][C:9]1[CH:14]=[CH:13][C:12]2[C:15]3([CH2:38][O:39][C:11]=2[CH:10]=1)[C:23]1[C:18](=[CH:19][CH:20]=[CH:21][CH:22]=1)[NH:17][C:16]3=[O:37]. The yield is 0.830. (3) The yield is 0.500. The product is [CH2:23]([O:30][C:31]1[CH:36]=[CH:35][N:34]([C:2]2[CH:7]=[CH:6][C:5]3[C:8]4[CH2:9][N:10]([C:16]([O:18][C:19]([CH3:22])([CH3:21])[CH3:20])=[O:17])[CH2:11][CH2:12][CH2:13][C:14]=4[S:15][C:4]=3[CH:3]=2)[C:33](=[O:37])[CH:32]=1)[C:24]1[CH:25]=[CH:26][CH:27]=[CH:28][CH:29]=1. The reactants are Br[C:2]1[CH:7]=[CH:6][C:5]2[C:8]3[CH2:9][N:10]([C:16]([O:18][C:19]([CH3:22])([CH3:21])[CH3:20])=[O:17])[CH2:11][CH2:12][CH2:13][C:14]=3[S:15][C:4]=2[CH:3]=1.[CH2:23]([O:30][C:31]1[CH:36]=[CH:35][NH:34][C:33](=[O:37])[CH:32]=1)[C:24]1[CH:29]=[CH:28][CH:27]=[CH:26][CH:25]=1. No catalyst specified.